This data is from Forward reaction prediction with 1.9M reactions from USPTO patents (1976-2016). The task is: Predict the product of the given reaction. (1) Given the reactants Br[C:2]1[CH:19]=[C:18]([O:20][CH3:21])[C:17]([O:22][CH3:23])=[CH:16][C:3]=1[CH2:4][N:5]1[C:13](=[O:14])[C:12]2[C:7](=[CH:8][CH:9]=[CH:10][CH:11]=2)[C:6]1=[O:15].[Cu][C:25]#[N:26], predict the reaction product. The product is: [O:15]=[C:6]1[C:7]2[C:12](=[CH:11][CH:10]=[CH:9][CH:8]=2)[C:13](=[O:14])[N:5]1[CH2:4][C:3]1[CH:16]=[C:17]([O:22][CH3:23])[C:18]([O:20][CH3:21])=[CH:19][C:2]=1[C:25]#[N:26]. (2) Given the reactants [CH2:1]([NH:8][CH2:9][C@@H:10]([C:12]1[CH:21]=[CH:20][C:19]([O:22][CH2:23][C:24]2[CH:29]=[CH:28][CH:27]=[CH:26][CH:25]=2)=[C:18]2[C:13]=1[CH:14]=[CH:15][C:16](=[O:30])[NH:17]2)[OH:11])[C:2]1[CH:7]=[CH:6][CH:5]=[CH:4][CH:3]=1.C(N(CC)C(C)C)(C)C.Br[CH2:41][CH2:42][CH2:43][CH2:44][CH2:45][CH2:46][CH2:47][O:48][CH2:49][CH2:50][CH2:51][C:52]1[CH:53]=[C:54]([S:58]([NH2:61])(=[O:60])=[O:59])[CH:55]=[CH:56][CH:57]=1, predict the reaction product. The product is: [CH2:1]([N:8]([CH2:9][C@@H:10]([C:12]1[CH:21]=[CH:20][C:19]([O:22][CH2:23][C:24]2[CH:29]=[CH:28][CH:27]=[CH:26][CH:25]=2)=[C:18]2[C:13]=1[CH:14]=[CH:15][C:16](=[O:30])[NH:17]2)[OH:11])[CH2:41][CH2:42][CH2:43][CH2:44][CH2:45][CH2:46][CH2:47][O:48][CH2:49][CH2:50][CH2:51][C:52]1[CH:53]=[C:54]([S:58]([NH2:61])(=[O:60])=[O:59])[CH:55]=[CH:56][CH:57]=1)[C:2]1[CH:7]=[CH:6][CH:5]=[CH:4][CH:3]=1. (3) Given the reactants [OH:1][C:2]1[CH:10]=[C:9]2[C:5]([CH:6]=[CH:7][NH:8]2)=[CH:4][CH:3]=1.[Si:11](Cl)([C:14]([CH3:17])([CH3:16])[CH3:15])([CH3:13])[CH3:12].N1C=CN=C1.CN(C)C=O, predict the reaction product. The product is: [O:1]([C:2]1[CH:10]=[C:9]2[C:5]([CH:6]=[CH:7][NH:8]2)=[CH:4][CH:3]=1)[Si:11]([C:14]([CH3:17])([CH3:16])[CH3:15])([CH3:13])[CH3:12]. (4) The product is: [CH3:14][O:13][C:8]1[CH:9]=[C:10]2[C:5](=[CH:6][CH:7]=1)[CH:4]=[C:3]([CH2:2][B:18]1[O:19][C:20]([CH3:22])([CH3:21])[C:16]([CH3:23])([CH3:15])[O:17]1)[CH:12]=[CH:11]2. Given the reactants Cl[CH2:2][C:3]1[CH:12]=[CH:11][C:10]2[C:5](=[CH:6][CH:7]=[C:8]([O:13][CH3:14])[CH:9]=2)[CH:4]=1.[CH3:15][C:16]1([CH3:23])[C:20]([CH3:22])([CH3:21])[O:19][BH:18][O:17]1, predict the reaction product. (5) Given the reactants Cl.[CH3:2][C:3]([CH3:31])([CH3:30])[CH:4]([C:16]1[CH:29]=[CH:28][C:19]([O:20][CH2:21][C:22]2[CH:27]=[CH:26][CH:25]=[CH:24][N:23]=2)=[CH:18][CH:17]=1)[C:5]1[CH:10]=[CH:9][C:8]([C:11]2[NH:15][N:14]=[N:13][N:12]=2)=[CH:7][CH:6]=1.[C:32]([N:39]1[CH2:44][CH2:43][CH:42]([CH2:45]O)[CH2:41][CH2:40]1)([O:34][C:35]([CH3:38])([CH3:37])[CH3:36])=[O:33].C1(P(C2C=CC=CC=2)C2C=CC=CC=2)C=CC=CC=1.N(C(OCC)=O)=NC(OCC)=O.C(N1CCC(C=O)CC1)(OC(C)(C)C)=O, predict the reaction product. The product is: [C:35]([O:34][C:32]([N:39]1[CH2:44][CH2:43][CH:42]([CH2:45][N:14]2[N:13]=[N:12][C:11]([C:8]3[CH:7]=[CH:6][C:5]([CH:4]([C:16]4[CH:29]=[CH:28][C:19]([O:20][CH2:21][C:22]5[CH:27]=[CH:26][CH:25]=[CH:24][N:23]=5)=[CH:18][CH:17]=4)[C:3]([CH3:31])([CH3:30])[CH3:2])=[CH:10][CH:9]=3)=[N:15]2)[CH2:41][CH2:40]1)=[O:33])([CH3:38])([CH3:36])[CH3:37]. (6) Given the reactants [H-].[Na+].[O:3]=[C:4]1[CH2:9][CH2:8][CH2:7][CH:6]([NH:10][C:11](=[O:17])[O:12][C:13]([CH3:16])([CH3:15])[CH3:14])[CH2:5]1.[CH3:18]S(C)=O, predict the reaction product. The product is: [O:3]1[C:4]2([CH2:9][CH2:8][CH2:7][C@@H:6]([NH:10][C:11](=[O:17])[O:12][C:13]([CH3:14])([CH3:16])[CH3:15])[CH2:5]2)[CH2:18]1. (7) Given the reactants [CH2:1]([O:8][N:9]1[C:15](=[O:16])[N:14]2[CH2:17][C@H:10]1[CH2:11][CH2:12][C@H:13]2[C:18]([OH:20])=O)[C:2]1[CH:7]=[CH:6][CH:5]=[CH:4][CH:3]=1.[F:21][C:22]([F:28])([F:27])[C:23]([NH:25][NH2:26])=[O:24].ON1C2C=CC=CC=2N=N1.Cl.C(N=C=NCCCN(C)C)C, predict the reaction product. The product is: [CH2:1]([O:8][N:9]1[C:15](=[O:16])[N:14]2[CH2:17][C@H:10]1[CH2:11][CH2:12][C@@H:13]2[C:18]([NH:26][NH:25][C:23](=[O:24])[C:22]([F:28])([F:27])[F:21])=[O:20])[C:2]1[CH:3]=[CH:4][CH:5]=[CH:6][CH:7]=1. (8) The product is: [N+:27]([C:30]1[CH:35]=[C:34]([NH:18][C:14]2[CH:13]=[C:12]3[C:17]([C:9]([CH:1]=[CH:2][C:3]4[CH:8]=[CH:7][CH:6]=[CH:5][CH:4]=4)=[N:10][N:11]3[CH2:19][O:20][CH2:21][CH2:22][Si:23]([CH3:24])([CH3:26])[CH3:25])=[CH:16][CH:15]=2)[CH:33]=[CH:32][CH:31]=1)([O-:29])=[O:28]. Given the reactants [CH:1]([C:9]1[C:17]2[C:12](=[CH:13][C:14]([NH2:18])=[CH:15][CH:16]=2)[N:11]([CH2:19][O:20][CH2:21][CH2:22][Si:23]([CH3:26])([CH3:25])[CH3:24])[N:10]=1)=[CH:2][C:3]1[CH:8]=[CH:7][CH:6]=[CH:5][CH:4]=1.[N+:27]([C:30]1[CH:31]=[C:32](I)[CH:33]=[CH:34][CH:35]=1)([O-:29])=[O:28].C([O-])([O-])=O.[Cs+].[Cs+].C1(C)C=CC=CC=1, predict the reaction product.